Task: Predict the reaction yield, written as a fraction of the theoretical maximum amount of product (1.0 means a 100% yield; for example, 0.34 means a 34% yield).. Dataset: Reaction yield outcomes from USPTO patents with 853,638 reactions (1) The reactants are [I:1][C:2]1[CH:7]=[CH:6][C:5]([N:8]2[CH2:13][CH2:12][NH:11][CH2:10][CH2:9]2)=[CH:4][CH:3]=1.CCN(C(C)C)C(C)C.Cl[CH2:24][CH2:25][OH:26]. The catalyst is CC#N.O.C([O-])(O)=O.[Na+]. The product is [I:1][C:2]1[CH:3]=[CH:4][C:5]([N:8]2[CH2:13][CH2:12][N:11]([CH2:24][CH2:25][OH:26])[CH2:10][CH2:9]2)=[CH:6][CH:7]=1. The yield is 0.810. (2) The yield is 0.770. The reactants are [Cl:1][C:2]1[C:3]([NH2:9])=[N:4][CH:5]=[C:6]([Cl:8])[CH:7]=1.[C:10]([N:18]=[C:19]=[S:20])(=[O:17])[C:11]1[CH:16]=[CH:15][CH:14]=[CH:13][CH:12]=1. The product is [Cl:1][C:2]1[C:3]([NH:9][C:19]([NH:18][C:10](=[O:17])[C:11]2[CH:12]=[CH:13][CH:14]=[CH:15][CH:16]=2)=[S:20])=[N:4][CH:5]=[C:6]([Cl:8])[CH:7]=1. The catalyst is CC(C)=O. (3) The reactants are [Cl:1][CH2:2][C:3]1[CH:8]=[CH:7][N:6]=[C:5]([NH2:9])[CH:4]=1.C(N(CC)CC)C.[CH3:17][S:18](Cl)(=[O:20])=[O:19]. The catalyst is C(OCC)(=O)C. The product is [Cl:1][CH2:2][C:3]1[CH:8]=[CH:7][N:6]=[C:5]([N:9]([S:18]([CH3:17])(=[O:20])=[O:19])[S:18]([CH3:17])(=[O:20])=[O:19])[CH:4]=1. The yield is 0.820. (4) The reactants are C(N([P:8]([N:12]([CH:16]([CH3:18])[CH3:17])[CH:13]([CH3:15])[CH3:14])(Cl)([O-:10])[O-:9])C(C)C)(C)C.[C:19]([NH:27][C:28]1[CH:64]=[CH:63][N:31]([C@@H:32]2[O:62][C@H:36]([CH2:37][O:38][C:39]([C:56]3[CH:61]=[CH:60][CH:59]=[CH:58][CH:57]=3)([C:48]3[CH:53]=[CH:52][C:51]([O:54][CH3:55])=[CH:50][CH:49]=3)[C:40]3[CH:45]=[CH:44][C:43]([O:46][CH3:47])=[CH:42][CH:41]=3)[C@@H:34]([OH:35])[CH2:33]2)[C:30](=[O:65])[N:29]=1)(=[O:26])[C:20]1[CH:25]=[CH:24][CH:23]=[CH:22][CH:21]=1.C(N(C(C)C)C(C)C)C.[C:75]([O:78][C@@H:79]1[C@@H:91]([O:92][C:93](=[O:95])[CH3:94])[C@H:90]([O:96][C:97](=[O:99])[CH3:98])[C@@H:89]([CH2:100][O:101][C:102](=[O:104])[CH3:103])[O:88][C@H:80]1[O:81][CH2:82][CH2:83][O:84][CH2:85][CH2:86]O)(=[O:77])[CH3:76].N1C=NN=N1. The catalyst is ClCCl. The product is [C:19]([NH:27][C:28]1[CH:64]=[CH:63][N:31]([C@@H:32]2[O:62][C@H:36]([CH2:37][O:38][C:39]([C:56]3[CH:61]=[CH:60][CH:59]=[CH:58][CH:57]=3)([C:40]3[CH:45]=[CH:44][C:43]([O:46][CH3:47])=[CH:42][CH:41]=3)[C:48]3[CH:53]=[CH:52][C:51]([O:54][CH3:55])=[CH:50][CH:49]=3)[C@@H:34]([O:35][P:8]([N:12]([CH:13]([CH3:14])[CH3:15])[CH:16]([CH3:17])[CH3:18])([O:9][CH2:86][CH2:85][O:84][CH2:83][CH2:82][O:81][C@@H:80]3[O:88][C@H:89]([CH2:100][O:101][C:102](=[O:104])[CH3:103])[C@@H:90]([O:96][C:97](=[O:99])[CH3:98])[C@H:91]([O:92][C:93](=[O:95])[CH3:94])[C@H:79]3[O:78][C:75](=[O:77])[CH3:76])=[O:10])[CH2:33]2)[C:30](=[O:65])[N:29]=1)(=[O:26])[C:20]1[CH:25]=[CH:24][CH:23]=[CH:22][CH:21]=1. The yield is 0.714. (5) The reactants are [C:1]([O:5][C:6]([N:8]1[CH2:15][CH2:14][CH2:13][C@H:9]1[C:10]([OH:12])=[O:11])=[O:7])([CH3:4])([CH3:3])[CH3:2].[CH3:16]CCCCC.[Si](C=[N+]=[N-])(C)(C)C. The catalyst is CO.C1C=CC=CC=1. The product is [CH3:16][O:11][C:10](=[O:12])[C@@H:9]1[CH2:13][CH2:14][CH2:15][N:8]1[C:6]([O:5][C:1]([CH3:4])([CH3:2])[CH3:3])=[O:7]. The yield is 1.00. (6) The reactants are [Cl:1][C:2]1[N:11]=[C:10](Cl)[C:9]2[C:4](=[CH:5][C:6]([O:15][CH3:16])=[C:7]([O:13][CH3:14])[CH:8]=2)[N:3]=1.[C:17]([O:21][C:22]([N:24]1[CH2:29][CH2:28][CH:27]([NH2:30])[CH2:26][CH2:25]1)=[O:23])([CH3:20])([CH3:19])[CH3:18].N12CCCN=C1CCCCC2. The catalyst is C1COCC1. The product is [C:17]([O:21][C:22]([N:24]1[CH2:29][CH2:28][CH:27]([NH:30][C:10]2[C:9]3[C:4](=[CH:5][C:6]([O:15][CH3:16])=[C:7]([O:13][CH3:14])[CH:8]=3)[N:3]=[C:2]([Cl:1])[N:11]=2)[CH2:26][CH2:25]1)=[O:23])([CH3:20])([CH3:18])[CH3:19]. The yield is 0.220. (7) The reactants are [F:1][C:2]1[CH:7]=[CH:6][C:5]([C:8]2[S:9][C:10]3[N:11]=[C:12]([CH3:18])[NH:13][C:14](=O)[C:15]=3[N:16]=2)=[CH:4][CH:3]=1.C(N(C(C)C)CC)(C)C.O=P(Cl)(Cl)[Cl:30]. No catalyst specified. The product is [Cl:30][C:14]1[C:15]2[N:16]=[C:8]([C:5]3[CH:6]=[CH:7][C:2]([F:1])=[CH:3][CH:4]=3)[S:9][C:10]=2[N:11]=[C:12]([CH3:18])[N:13]=1. The yield is 0.400.